From a dataset of Peptide-MHC class I binding affinity with 185,985 pairs from IEDB/IMGT. Regression. Given a peptide amino acid sequence and an MHC pseudo amino acid sequence, predict their binding affinity value. This is MHC class I binding data. (1) The peptide sequence is GQTVEMSPF. The MHC is HLA-B27:05 with pseudo-sequence HLA-B27:05. The binding affinity (normalized) is 0.213. (2) The peptide sequence is KENDSKEGFF. The MHC is HLA-B44:02 with pseudo-sequence HLA-B44:02. The binding affinity (normalized) is 0.660. (3) The peptide sequence is KYTDRKWCF. The MHC is HLA-A23:01 with pseudo-sequence HLA-A23:01. The binding affinity (normalized) is 0.520. (4) The peptide sequence is SVIDHIHYM. The MHC is HLA-B38:01 with pseudo-sequence HLA-B38:01. The binding affinity (normalized) is 0.0847. (5) The peptide sequence is AIDFLLQRW. The MHC is HLA-A01:01 with pseudo-sequence HLA-A01:01. The binding affinity (normalized) is 0. (6) The peptide sequence is ILKEPVHGV. The MHC is HLA-A26:01 with pseudo-sequence HLA-A26:01. The binding affinity (normalized) is 0. (7) The peptide sequence is MASSVLLWMA. The MHC is HLA-B58:01 with pseudo-sequence HLA-B58:01. The binding affinity (normalized) is 0.500.